Dataset: Forward reaction prediction with 1.9M reactions from USPTO patents (1976-2016). Task: Predict the product of the given reaction. (1) Given the reactants [OH:1][C:2]1[CH:11]=[CH:10][C:5]2[C:6](=[O:9])[CH2:7][O:8][C:4]=2[C:3]=1[CH2:12][N:13]1[CH2:18][CH2:17][N:16]([C:19]([O:21][C:22]([CH3:25])([CH3:24])[CH3:23])=[O:20])[CH2:15][CH2:14]1.[O:26]([CH2:33][CH2:34]O)[C:27]1[CH:32]=[CH:31][CH:30]=[CH:29][CH:28]=1.C1(P(C2C=CC=CC=2)C2C=CC=CC=2)C=CC=CC=1.N(C(OCC)=O)=NC(OCC)=O.C1(C)C=CC=CC=1, predict the reaction product. The product is: [O:9]=[C:6]1[C:5]2[CH:10]=[CH:11][C:2]([O:1][CH2:34][CH2:33][O:26][C:27]3[CH:32]=[CH:31][CH:30]=[CH:29][CH:28]=3)=[C:3]([CH2:12][N:13]3[CH2:14][CH2:15][N:16]([C:19]([O:21][C:22]([CH3:25])([CH3:24])[CH3:23])=[O:20])[CH2:17][CH2:18]3)[C:4]=2[O:8][CH2:7]1. (2) Given the reactants [C:1]([NH:5][C:6]([C:8]1[CH:13]=[CH:12][C:11]([C:14]#[C:15][C:16]2[CH:21]=[CH:20][CH:19]=[CH:18][CH:17]=2)=[CH:10][N:9]=1)=[O:7])([CH3:4])([CH3:3])[CH3:2].[H-].[Na+].I[CH3:25], predict the reaction product. The product is: [C:1]([N:5]([CH3:25])[C:6]([C:8]1[CH:13]=[CH:12][C:11]([C:14]#[C:15][C:16]2[CH:17]=[CH:18][CH:19]=[CH:20][CH:21]=2)=[CH:10][N:9]=1)=[O:7])([CH3:4])([CH3:2])[CH3:3]. (3) Given the reactants [CH2:1]([N:8]1[C:20]2[C:11](=[C:12]3[C:17](=[C:18]4[CH:24]=[C:23]([F:25])[CH:22]=[CH:21][C:19]4=2)[C:16](=[O:26])[N:15]([CH2:27][O:28][CH2:29][CH2:30][Si:31]([CH3:34])([CH3:33])[CH3:32])[CH:14]=[CH:13]3)[N:10]=[C:9]1Cl)[C:2]1[CH:7]=[CH:6][CH:5]=[CH:4][CH:3]=1.[N:36]1([CH2:42][CH2:43][CH2:44][NH2:45])[CH2:41][CH2:40][O:39][CH2:38][CH2:37]1.O, predict the reaction product. The product is: [CH2:1]([N:8]1[C:20]2[C:11](=[C:12]3[C:17](=[C:18]4[CH:24]=[C:23]([F:25])[CH:22]=[CH:21][C:19]4=2)[C:16](=[O:26])[N:15]([CH2:27][O:28][CH2:29][CH2:30][Si:31]([CH3:34])([CH3:33])[CH3:32])[CH:14]=[CH:13]3)[N:10]=[C:9]1[NH:45][CH2:44][CH2:43][CH2:42][N:36]1[CH2:41][CH2:40][O:39][CH2:38][CH2:37]1)[C:2]1[CH:7]=[CH:6][CH:5]=[CH:4][CH:3]=1. (4) Given the reactants [F:1][C:2]1[CH:7]=[C:6]([F:8])[CH:5]=[CH:4][C:3]=1[CH2:9][C:10]([OH:12])=O.[C:13](Cl)(=O)[C:14](Cl)=O.[Cl-].[Al+3].[Cl-].[Cl-].Cl, predict the reaction product. The product is: [F:8][C:6]1[CH:5]=[C:4]2[C:3](=[C:2]([F:1])[CH:7]=1)[CH2:9][C:10](=[O:12])[CH2:14][CH2:13]2. (5) Given the reactants [NH2:1][C:2]1[S:3][C:4]([C:24]2[CH:29]=[CH:28][N:27]=[C:26](Cl)[N:25]=2)=[C:5]([C:7]2[CH:8]=[C:9]([NH:13][C:14](=[O:23])[C:15]3[C:20]([F:21])=[CH:19][CH:18]=[CH:17][C:16]=3[F:22])[CH:10]=[CH:11][CH:12]=2)[N:6]=1.[NH2:31][C:32]1[CH:33]=[CH:34][C:35]2[O:40][CH2:39][C:38](=[O:41])[NH:37][C:36]=2[CH:42]=1, predict the reaction product. The product is: [NH2:1][C:2]1[S:3][C:4]([C:24]2[CH:29]=[CH:28][N:27]=[C:26]([NH:31][C:32]3[CH:33]=[CH:34][C:35]4[O:40][CH2:39][C:38](=[O:41])[NH:37][C:36]=4[CH:42]=3)[N:25]=2)=[C:5]([C:7]2[CH:8]=[C:9]([NH:13][C:14](=[O:23])[C:15]3[C:20]([F:21])=[CH:19][CH:18]=[CH:17][C:16]=3[F:22])[CH:10]=[CH:11][CH:12]=2)[N:6]=1. (6) Given the reactants [CH3:1][C:2]1[CH:10]=[C:9]([O:11][CH2:12][CH2:13][N:14]2[CH2:19][CH2:18][O:17][CH2:16][CH2:15]2)[CH:8]=[CH:7][C:3]=1[C:4]([OH:6])=[O:5].[CH2:20]([O:22][C:23](=O)[O:24]CC)[CH3:21].C([N-]C(C)C)(C)C.[Li+].C(NC(C)C)(C)C.C([Li])CCC.C(O)(=O)C, predict the reaction product. The product is: [CH2:20]([O:22][C:23]([CH2:1][C:2]1[CH:10]=[C:9]([O:11][CH2:12][CH2:13][N:14]2[CH2:19][CH2:18][O:17][CH2:16][CH2:15]2)[CH:8]=[CH:7][C:3]=1[C:4]([OH:6])=[O:5])=[O:24])[CH3:21]. (7) Given the reactants [CH:1]1[CH:6]=[C:5]2[C:7]([N:9]([C@H:12]([C:18]([OH:20])=O)[CH2:13][CH2:14][C:15]([NH2:17])=[O:16])[C:10](=[O:11])[C:4]2=[CH:3][CH:2]=1)=[O:8].C(C1NC=CN=1)(C1NC=CN=1)=O, predict the reaction product. The product is: [CH:2]1[CH:1]=[CH:6][C:5]2[C:7](=[O:8])[N:9]([CH:12]3[C:18](=[O:20])[NH:17][C:15](=[O:16])[CH2:14][CH2:13]3)[C:10](=[O:11])[C:4]=2[CH:3]=1.